From a dataset of HIV replication inhibition screening data with 41,000+ compounds from the AIDS Antiviral Screen. Binary Classification. Given a drug SMILES string, predict its activity (active/inactive) in a high-throughput screening assay against a specified biological target. (1) The drug is CC1=C(C)C(=O)c2c(cc3ccc4ccccc4n23)C1=O. The result is 0 (inactive). (2) The molecule is c1c2c(cc(-n3nnc4c3CCCCCC4)c1-n1nnc3c1CCCCCC3)CCCCCC2. The result is 0 (inactive). (3) The compound is O=C(O)c1cc2c(cn1)[nH]c1ccccc12. The result is 0 (inactive).